From a dataset of Reaction yield outcomes from USPTO patents with 853,638 reactions. Predict the reaction yield, written as a fraction of the theoretical maximum amount of product (1.0 means a 100% yield; for example, 0.34 means a 34% yield). (1) The reactants are [NH2:1][C:2]1[NH:7][C:6](=[O:8])[CH:5]=[C:4]([CH2:9][CH2:10][C:11]2[CH:16]=[CH:15][CH:14]=[C:13](Br)[CH:12]=2)[N:3]=1.C(OC(=O)CC(=O)CCC1C=CC=C([C:32]2[O:33][CH:34]=[CH:35][CH:36]=2)C=1)C. No catalyst specified. The product is [NH2:1][C:2]1[NH:7][C:6](=[O:8])[CH:5]=[C:4]([CH2:9][CH2:10][C:11]2[CH:16]=[CH:15][CH:14]=[C:13]([C:32]3[O:33][CH:34]=[CH:35][CH:36]=3)[CH:12]=2)[N:3]=1. The yield is 0.770. (2) The reactants are [OH:1][CH2:2][CH:3]1[CH2:8][CH2:7][N:6]([C:9]([O:11][CH3:12])=[O:10])[CH:5]([CH2:13][C:14]([CH3:22])([C:16]2[CH:21]=[CH:20][CH:19]=[CH:18][CH:17]=2)[CH3:15])[CH2:4]1.I([O-])(=O)(=O)=[O:24].[Na+]. The catalyst is [Ru](Cl)(Cl)Cl. The product is [CH3:12][O:11][C:9]([N:6]1[CH2:7][CH2:8][CH:3]([C:2]([OH:24])=[O:1])[CH2:4][CH:5]1[CH2:13][C:14]([CH3:22])([C:16]1[CH:17]=[CH:18][CH:19]=[CH:20][CH:21]=1)[CH3:15])=[O:10]. The yield is 0.870.